Dataset: Peptide-MHC class II binding affinity with 134,281 pairs from IEDB. Task: Regression. Given a peptide amino acid sequence and an MHC pseudo amino acid sequence, predict their binding affinity value. This is MHC class II binding data. (1) The peptide sequence is VGQMLMLVNDRLLDI. The MHC is DRB5_0101 with pseudo-sequence DRB5_0101. The binding affinity (normalized) is 0.778. (2) The peptide sequence is AFCLDGDNLFPKV. The MHC is HLA-DQA10501-DQB10201 with pseudo-sequence HLA-DQA10501-DQB10201. The binding affinity (normalized) is 0.601. (3) The peptide sequence is LMSFTILCLVPAYSF. The MHC is DRB1_0301 with pseudo-sequence DRB1_0301. The binding affinity (normalized) is 0.217. (4) The MHC is DRB4_0101 with pseudo-sequence DRB4_0103. The peptide sequence is VASLLTTAEVVVTEI. The binding affinity (normalized) is 0. (5) The binding affinity (normalized) is 0.225. The peptide sequence is VQDPKFWELVDEERK. The MHC is DRB1_0901 with pseudo-sequence DRB1_0901. (6) The peptide sequence is TPTNASHIQSAVVCG. The MHC is HLA-DPA10201-DPB11401 with pseudo-sequence HLA-DPA10201-DPB11401. The binding affinity (normalized) is 0.0758.